From a dataset of Full USPTO retrosynthesis dataset with 1.9M reactions from patents (1976-2016). Predict the reactants needed to synthesize the given product. (1) Given the product [OH:2][C:3]1[CH:12]=[C:11]([OH:13])[CH:10]=[C:9]2[C:4]=1[C:5](=[O:23])[N:6]([C:15]1[CH:16]=[CH:17][C:18]([OH:21])=[CH:19][CH:20]=1)[CH:7]=[N:8]2, predict the reactants needed to synthesize it. The reactants are: C[O:2][C:3]1[CH:12]=[C:11]([O:13]C)[CH:10]=[C:9]2[C:4]=1[C:5](=[O:23])[N:6]([C:15]1[CH:20]=[CH:19][C:18]([O:21]C)=[CH:17][CH:16]=1)[CH:7]=[N:8]2.C([S-])C.[Na+]. (2) Given the product [CH3:12][C:13]1[O:11][C:3]2[C:4]([C:5]([OH:7])=[O:6])=[CH:8][CH:9]=[CH:10][C:2]=2[N:1]=1, predict the reactants needed to synthesize it. The reactants are: [NH2:1][C:2]1[C:3]([OH:11])=[C:4]([CH:8]=[CH:9][CH:10]=1)[C:5]([OH:7])=[O:6].[CH2:12](C(CC)(CC)C([O-])([O-])[O-])[CH3:13]. (3) Given the product [CH3:20][CH:13]([CH2:14][CH2:15][CH2:16][CH:17]([CH3:19])[CH3:18])[CH2:12][CH2:11][O:10][C:7]1[CH:6]=[CH:5][C:4]([C:3]([OH:21])=[O:2])=[CH:9][CH:8]=1, predict the reactants needed to synthesize it. The reactants are: C[O:2][C:3](=[O:21])[C:4]1[CH:9]=[CH:8][C:7]([O:10][CH2:11][CH2:12][CH:13]([CH3:20])[CH2:14][CH2:15][CH2:16][CH:17]([CH3:19])[CH3:18])=[CH:6][CH:5]=1.[OH-].[K+].Cl. (4) Given the product [CH3:25][S:22]([C:19]1[CH:18]=[CH:17][C:16]([CH2:15][O:14][C:10]2[CH:11]=[CH:12][CH:13]=[C:4]([C:3]([OH:26])=[O:2])[C:5]=2[C:6]([OH:8])=[O:7])=[CH:21][CH:20]=1)(=[O:23])=[O:24], predict the reactants needed to synthesize it. The reactants are: C[O:2][C:3](=[O:26])[C:4]1[C:5](=[C:10]([O:14][CH2:15][C:16]2[CH:21]=[CH:20][C:19]([S:22]([CH3:25])(=[O:24])=[O:23])=[CH:18][CH:17]=2)[CH:11]=[CH:12][CH:13]=1)[C:6]([O:8]C)=[O:7]. (5) Given the product [CH3:35][O:36][C:37](=[O:39])[CH2:38][N:23]1[CH2:24][CH2:25][CH2:26][C@H:22]1[C:6]1[NH:7][C:8]2[C:4]([CH:5]=1)=[CH:3][C:2]([Cl:1])=[CH:10][C:9]=2[N:11]([CH2:12][CH2:13][CH:14]([CH3:16])[CH3:15])[CH2:17][CH2:18][CH:19]([CH3:20])[CH3:21], predict the reactants needed to synthesize it. The reactants are: [Cl:1][C:2]1[CH:3]=[C:4]2[C:8](=[C:9]([N:11]([CH2:17][CH2:18][CH:19]([CH3:21])[CH3:20])[CH2:12][CH2:13][CH:14]([CH3:16])[CH3:15])[CH:10]=1)[NH:7][C:6]([C@@H:22]1[CH2:26][CH2:25][CH2:24][NH:23]1)=[CH:5]2.C(N(CC)CC)C.Cl[CH2:35][O:36][C:37](=[O:39])[CH3:38]. (6) The reactants are: [OH:1][C:2]1[C:6]([CH2:7][CH2:8][C:9]([O:11][CH2:12][CH3:13])=[O:10])=[CH:5][NH:4][N:3]=1.[C:22](O[C:22]([O:24][C:25]([CH3:28])([CH3:27])[CH3:26])=[O:23])([O:24][C:25]([CH3:28])([CH3:27])[CH3:26])=[O:23].[CH2:29](O)[C:30]1[CH:35]=[CH:34][CH:33]=[CH:32][CH:31]=1.C(P(CCCC)CCCC)CCC. Given the product [CH2:29]([O:1][C:2]1[C:6]([CH2:7][CH2:8][C:9]([O:11][CH2:12][CH3:13])=[O:10])=[CH:5][N:4]([C:22]([O:24][C:25]([CH3:26])([CH3:27])[CH3:28])=[O:23])[N:3]=1)[C:30]1[CH:35]=[CH:34][CH:33]=[CH:32][CH:31]=1, predict the reactants needed to synthesize it. (7) Given the product [NH:1]1[C:2]2[CH2:10][CH2:9][CH2:8][CH2:11][C:3]=2[CH:4]=[CH:5][C:6]1=[O:7], predict the reactants needed to synthesize it. The reactants are: [NH:1]1[C:6](=[O:7])[CH:5]=[CH:4][C:3]2[CH2:8][CH2:9][CH2:10][C:2]1=2.[CH3:11]C1C=CC2CCCCC=2N=1.ClC1C=CC2CCCCC=2N=1.